This data is from Catalyst prediction with 721,799 reactions and 888 catalyst types from USPTO. The task is: Predict which catalyst facilitates the given reaction. (1) Reactant: C([O:3][C:4]([C:6]1[S:7][C:8]2[CH:14]=[CH:13][C:12]([Cl:15])=[CH:11][C:9]=2[N:10]=1)=[O:5])C.[OH-].[Na+:17]. Product: [Na+:17].[Cl:15][C:12]1[CH:13]=[CH:14][C:8]2[S:7][C:6]([C:4]([O-:5])=[O:3])=[N:10][C:9]=2[CH:11]=1. The catalyst class is: 1. (2) Reactant: [F:1][C:2]1[C:6]([F:7])=[CH:5][N:4]([C:8]2[CH:13]=[CH:12][C:11]([N:14]3[CH:19]=[C:18]([O:20][CH3:21])[C:17](=[O:22])[C:16]([C:23]4[N:27]([C:28]5[CH:33]=[CH:32][CH:31]=[CH:30][CH:29]=5)[N:26]=[CH:25][CH:24]=4)=[N:15]3)=[C:10]([OH:34])[CH:9]=2)[CH:3]=1.IC.[C:37](=O)([O-])[O-].[K+].[K+].O. Product: [F:1][C:2]1[C:6]([F:7])=[CH:5][N:4]([C:8]2[CH:13]=[CH:12][C:11]([N:14]3[CH:19]=[C:18]([O:20][CH3:21])[C:17](=[O:22])[C:16]([C:23]4[N:27]([C:28]5[CH:33]=[CH:32][CH:31]=[CH:30][CH:29]=5)[N:26]=[CH:25][CH:24]=4)=[N:15]3)=[C:10]([O:34][CH3:37])[CH:9]=2)[CH:3]=1. The catalyst class is: 3.